Predict the reaction yield, written as a fraction of the theoretical maximum amount of product (1.0 means a 100% yield; for example, 0.34 means a 34% yield). From a dataset of Reaction yield outcomes from USPTO patents with 853,638 reactions. (1) The reactants are [CH3:1][O:2][C:3]([C:5]1[CH:6]=[C:7]([C:14]2[CH:19]=[CH:18][C:17]([CH3:20])=[CH:16][CH:15]=2)[CH:8]=[C:9]([N+:11]([O-])=O)[CH:10]=1)=[O:4].Cl[Sn]Cl. The catalyst is CO. The product is [CH3:1][O:2][C:3]([C:5]1[CH:6]=[C:7]([C:14]2[CH:19]=[CH:18][C:17]([CH3:20])=[CH:16][CH:15]=2)[CH:8]=[C:9]([NH2:11])[CH:10]=1)=[O:4]. The yield is 0.950. (2) The reactants are [Br:1][C:2]1[CH:7]=[CH:6][C:5]([N:8]2[CH2:12][C@H:11]([CH2:13][OH:14])[O:10][C:9]2=[O:15])=[CH:4][C:3]=1[F:16].C(N(CC)CC)C.[N+:24]([C:27]1[CH:28]=[C:29]([S:33](Cl)(=[O:35])=[O:34])[CH:30]=[CH:31][CH:32]=1)([O-:26])=[O:25].Cl. The catalyst is C(Cl)Cl.CO. The product is [N+:24]([C:27]1[CH:28]=[C:29]([S:33]([O:14][CH2:13][C@@H:11]2[O:10][C:9](=[O:15])[N:8]([C:5]3[CH:6]=[CH:7][C:2]([Br:1])=[C:3]([F:16])[CH:4]=3)[CH2:12]2)(=[O:35])=[O:34])[CH:30]=[CH:31][CH:32]=1)([O-:26])=[O:25]. The yield is 0.950. (3) The catalyst is C(=O)(O)[O-].[Na+]. The yield is 0.950. The reactants are [N+:1]([C:4]1[CH:5]=[C:6]2[C:14](=[CH:15][CH:16]=1)[NH:13][C:12]1[CH2:11][CH2:10][CH2:9][CH2:8][C:7]2=1)([O-])=O.C(O)C.O.O.[Sn](Cl)Cl. The product is [CH2:11]1[C:12]2[NH:13][C:14]3[C:6](=[CH:5][C:4]([NH2:1])=[CH:16][CH:15]=3)[C:7]=2[CH2:8][CH2:9][CH2:10]1. (4) The catalyst is C1COCC1. The yield is 0.130. The product is [CH2:10]([N:5]1[C:6]([CH:7]=[O:8])=[C:2]([CH3:1])[N:3]=[CH:4]1)[CH3:11]. The reactants are [CH3:1][C:2]1[N:3]=[CH:4][NH:5][C:6]=1[CH:7]=[O:8].I[CH2:10][CH3:11].O. (5) The reactants are [NH2:1][C:2]1[CH:14]=[CH:13][CH:12]=[CH:11][C:3]=1[C:4]([NH:6][CH2:7][CH2:8][O:9][CH3:10])=[O:5].[CH:15]([C:17]1[CH:18]=[CH:19][C:20]([O:37][CH3:38])=[C:21]([CH:36]=1)[CH2:22][O:23][C:24]1[C:29]([CH3:30])=[CH:28][C:27]([NH:31][C:32](=[O:34])[CH3:33])=[CH:26][C:25]=1[CH3:35])=O.C(S([O-])(=O)=O)(F)(F)F.C(S([O-])(=O)=O)(F)(F)F.C(S([O-])(=O)=O)(F)(F)F.[Yb+3]. The catalyst is CCO. The product is [CH3:38][O:37][C:20]1[CH:19]=[CH:18][C:17]([CH:15]2[N:6]([CH2:7][CH2:8][O:9][CH3:10])[C:4](=[O:5])[C:3]3[C:2](=[CH:14][CH:13]=[CH:12][CH:11]=3)[NH:1]2)=[CH:36][C:21]=1[CH2:22][O:23][C:24]1[C:25]([CH3:35])=[CH:26][C:27]([NH:31][C:32](=[O:34])[CH3:33])=[CH:28][C:29]=1[CH3:30]. The yield is 0.506.